Dataset: Full USPTO retrosynthesis dataset with 1.9M reactions from patents (1976-2016). Task: Predict the reactants needed to synthesize the given product. (1) Given the product [CH2:25]([O:24][C:22](=[O:23])[CH2:21][CH2:20][C:18]1[CH:17]=[N:16][N:15]([CH2:14][C@@H:13]([C@@H:12]([C:5]2[CH:6]=[C:7]([O:10][CH3:11])[C:8]([CH3:9])=[C:3]([O:2][CH3:1])[CH:4]=2)[OH:36])[CH2:27][CH2:28][CH2:29][C:30]2[CH:35]=[CH:34][CH:33]=[CH:32][CH:31]=2)[CH:19]=1)[CH3:26], predict the reactants needed to synthesize it. The reactants are: [CH3:1][O:2][C:3]1[CH:4]=[C:5]([C@@H:12]([OH:36])[C@@H:13]([CH2:27][CH2:28][CH2:29][C:30]2[CH:35]=[CH:34][CH:33]=[CH:32][CH:31]=2)[CH2:14][N:15]2[CH:19]=[C:18](/[CH:20]=[CH:21]/[C:22]([O:24][CH2:25][CH3:26])=[O:23])[CH:17]=[N:16]2)[CH:6]=[C:7]([O:10][CH3:11])[C:8]=1[CH3:9]. (2) Given the product [CH2:35]([C:30]1([CH3:74])[CH:31]=[C:32]([CH3:34])[CH2:33][CH:2]([CH3:1])[CH2:3][CH:4]([O:56][CH3:57])[CH:5]2[O:10][C:9]([OH:52])([CH2:8][CH2:7][CH:6]2[O:54][CH3:55])[C:11](=[O:12])[C:13](=[O:14])[N:15]2[CH:20]([CH2:19][CH2:18][CH2:17][CH2:16]2)[C:21](=[O:22])[O:23][CH:24]([C:40]([CH3:51])=[CH:41][CH:42]2[CH2:43][CH2:44][CH:45]([O:50][C:70](=[O:71])[CH2:69][O:68][C:58]3([CH3:67])[CH2:63][CH2:62][CH:61]([CH:64]([CH3:66])[CH3:65])[CH2:60][CH2:59]3)[CH:46]([O:48][CH3:49])[CH2:47]2)[CH:25]([CH3:39])[CH:26]([OH:38])[CH2:27][C:28]1=[O:29])[CH:36]=[CH2:37], predict the reactants needed to synthesize it. The reactants are: [CH3:1][C@H:2]1[CH2:33][C:32]([CH3:34])=[CH:31][C@@H:30]([CH2:35][CH:36]=[CH2:37])[C:28](=[O:29])[CH2:27][C@H:26]([OH:38])[C@@H:25]([CH3:39])[C@@H:24](/[C:40](/[CH3:51])=[CH:41]/[C@H:42]2[CH2:47][C@@H:46]([O:48][CH3:49])[C@H:45]([OH:50])[CH2:44][CH2:43]2)[O:23][C:21](=[O:22])[C@H:20]2[N:15]([CH2:16][CH2:17][CH2:18][CH2:19]2)[C:13](=[O:14])[C:11](=[O:12])[C@:9]2([OH:52])[O:10][C@@H:5]([C@@H:6]([O:54][CH3:55])[CH2:7][C@H:8]2C)[C@@H:4]([O:56][CH3:57])[CH2:3]1.[C:58]1([O:68][CH2:69][C:70](Cl)=[O:71])([CH3:67])[CH2:63][CH2:62][CH:61]([CH:64]([CH3:66])[CH3:65])[CH2:60][CH2:59]1.N1C=CC=C[CH:74]=1. (3) Given the product [C:29]([P:33]([C:35]([CH3:38])([CH3:37])[CH3:36])[C:7]1[N:8]([C:18]([N:17]([CH:21]([CH3:23])[CH3:22])[CH:14]([CH3:16])[CH3:15])=[O:19])[C:4]2[CH:3]=[C:2]([CH3:1])[C:10]([CH3:11])=[CH:9][C:5]=2[N:6]=1)([CH3:32])([CH3:31])[CH3:30], predict the reactants needed to synthesize it. The reactants are: [CH3:1][C:2]1[C:10]([CH3:11])=[CH:9][C:5]2[N:6]=[CH:7][NH:8][C:4]=2[CH:3]=1.[H-].[Na+].[CH:14]([N:17]([CH:21]([CH3:23])[CH3:22])[C:18](Cl)=[O:19])([CH3:16])[CH3:15].[Li]CCCC.[C:29]([P:33]([C:35]([CH3:38])([CH3:37])[CH3:36])Cl)([CH3:32])([CH3:31])[CH3:30]. (4) The reactants are: [Cl:1][C:2]1[CH:3]=[CH:4][C:5]([S:8][C:9]2[O:13][C:12]([C:14]3[CH:19]=[CH:18][C:17]([F:20])=[CH:16][CH:15]=3)=[N:11][C:10]=2[C:21](OC)=[O:22])=[N:6][CH:7]=1.CC(C[AlH]CC(C)C)C.C1(C)C=CC=CC=1.[OH-].[Na+]. Given the product [Cl:1][C:2]1[CH:3]=[CH:4][C:5]([S:8][C:9]2[O:13][C:12]([C:14]3[CH:19]=[CH:18][C:17]([F:20])=[CH:16][CH:15]=3)=[N:11][C:10]=2[CH2:21][OH:22])=[N:6][CH:7]=1, predict the reactants needed to synthesize it. (5) Given the product [CH3:1][O:2][C:3]1[CH:4]=[C:5]2[C:10](=[CH:11][C:12]=1[O:13][CH3:14])[N:9]=[CH:8][CH:7]=[C:6]2[O:15][C:16]1[CH:22]=[CH:21][C:19]([NH:20][C:38](=[O:40])[O:59][CH:55]([C:49]2[CH:54]=[CH:53][CH:52]=[CH:51][CH:50]=2)[CH2:56][CH2:57][CH3:58])=[CH:18][CH:17]=1, predict the reactants needed to synthesize it. The reactants are: [CH3:1][O:2][C:3]1[CH:4]=[C:5]2[C:10](=[CH:11][C:12]=1[O:13][CH3:14])[N:9]=[CH:8][CH:7]=[C:6]2[O:15][C:16]1[CH:22]=[CH:21][C:19]([NH2:20])=[CH:18][CH:17]=1.C1(C)C=CC=CC=1.C(N(CC)CC)C.Cl[C:38](Cl)([O:40]C(=O)OC(Cl)(Cl)Cl)Cl.[C:49]1([CH:55]([OH:59])[CH2:56][CH2:57][CH3:58])[CH:54]=[CH:53][CH:52]=[CH:51][CH:50]=1. (6) Given the product [CH3:23][S:20]([O:10][CH2:9][C@H:8]([NH:7][C:6]([O:5][C:1]([CH3:4])([CH3:2])[CH3:3])=[O:12])[CH3:11])(=[O:22])=[O:21], predict the reactants needed to synthesize it. The reactants are: [C:1]([O:5][C:6](=[O:12])[NH:7][C@H:8]([CH3:11])[CH2:9][OH:10])([CH3:4])([CH3:3])[CH3:2].C(N(CC)CC)C.[S:20](Cl)([CH3:23])(=[O:22])=[O:21]. (7) Given the product [CH3:18][O:17][C:9]1[CH:10]=[C:11]([N+:14]([O-:16])=[O:15])[CH:12]=[CH:13][C:8]=1[N:1]1[CH2:6][CH2:5][O:4][CH2:3][CH2:2]1, predict the reactants needed to synthesize it. The reactants are: [NH:1]1[CH2:6][CH2:5][O:4][CH2:3][CH2:2]1.Cl[C:8]1[CH:13]=[CH:12][C:11]([N+:14]([O-:16])=[O:15])=[CH:10][C:9]=1[O:17][CH3:18]. (8) Given the product [NH2:1][C:2]1[N:7]=[C:6]2[S:8][CH:9]=[CH:10][C:5]2=[CH:4][C:3]=1[C:11]([OH:15])=[O:13], predict the reactants needed to synthesize it. The reactants are: [NH2:1][C:2]1[N:7]=[C:6]2[S:8][CH:9]=[CH:10][C:5]2=[CH:4][C:3]=1[C:11]#N.[OH-:13].[Na+].[OH2:15].